This data is from Full USPTO retrosynthesis dataset with 1.9M reactions from patents (1976-2016). The task is: Predict the reactants needed to synthesize the given product. (1) Given the product [BrH:1].[BrH:1].[CH:6]1([N:12]([CH2:13][CH2:14][NH:15][CH2:26][CH2:27][C:28]2[C:36]3[S:35][C:34](=[O:37])[NH:33][C:32]=3[C:31]([OH:38])=[CH:30][CH:29]=2)[C:39](=[O:53])[CH2:40][CH2:41][NH:42][CH2:43][CH2:44][C:45]2[CH:46]=[C:47]([F:52])[CH:48]=[C:49]([F:51])[CH:50]=2)[CH2:7][CH2:8][CH2:9][CH2:10][CH2:11]1, predict the reactants needed to synthesize it. The reactants are: [BrH:1].C(O)(=O)C.[CH:6]1([N:12]([C:39](=[O:53])[CH2:40][CH2:41][NH:42][CH2:43][CH2:44][C:45]2[CH:50]=[C:49]([F:51])[CH:48]=[C:47]([F:52])[CH:46]=2)[CH2:13][CH2:14][N:15]([CH2:26][CH2:27][C:28]2[C:36]3[S:35][C:34](=[O:37])[NH:33][C:32]=3[C:31]([OH:38])=[CH:30][CH:29]=2)C(=O)OCC2C=CC=CC=2)[CH2:11][CH2:10][CH2:9][CH2:8][CH2:7]1. (2) The reactants are: [CH3:1][C:2]1[O:3][C:4]2[C:9]([C:10](=[O:12])[CH:11]=1)=[CH:8][CH:7]=[CH:6][C:5]=2[CH:13]=O.[CH3:15][C:16](=O)[CH2:17][C:18](=[O:20])[CH3:19].[NH2:22]/[C:23](/[CH3:32])=[CH:24]\[C:25]([O:27][C:28]([CH3:31])([CH3:30])[CH3:29])=[O:26].C(O)(=O)C. Given the product [C:18]([C:17]1[CH:13]([C:5]2[CH:6]=[CH:7][CH:8]=[C:9]3[C:4]=2[O:3][C:2]([CH3:1])=[CH:11][C:10]3=[O:12])[C:24]([C:25]([O:27][C:28]([CH3:31])([CH3:30])[CH3:29])=[O:26])=[C:23]([CH3:32])[NH:22][C:16]=1[CH3:15])(=[O:20])[CH3:19], predict the reactants needed to synthesize it. (3) Given the product [OH:5][C@H:4]([CH2:3][O:2][CH3:1])[CH2:6][NH:7][CH2:8][CH2:9][CH2:10][CH2:11][NH:12][C:13](=[O:19])[O:14][C:15]([CH3:17])([CH3:16])[CH3:18], predict the reactants needed to synthesize it. The reactants are: [CH3:1][O:2][CH2:3][C@@H:4]1[CH2:6][O:5]1.[NH2:7][CH2:8][CH2:9][CH2:10][CH2:11][NH:12][C:13](=[O:19])[O:14][C:15]([CH3:18])([CH3:17])[CH3:16]. (4) The reactants are: [C:9](O[C:9]([O:11][C:12]([CH3:15])([CH3:14])[CH3:13])=[O:10])([O:11][C:12]([CH3:15])([CH3:14])[CH3:13])=[O:10].[NH2:16][CH2:17][CH2:18][CH2:19][OH:20].O. Given the product [C:12]([O:11][C:9]([NH:16][CH2:17][CH2:18][CH2:19][OH:20])=[O:10])([CH3:13])([CH3:14])[CH3:15], predict the reactants needed to synthesize it. (5) Given the product [Cl:25][C:14]1[CH:15]=[C:16]2[C:11](=[CH:12][CH:13]=1)[N:10]=[C:9]([N:26]([CH2:27][CH3:28])[CH2:29][CH3:30])[C:8]([C:6]([OH:7])=[O:5])=[C:17]2[C:18]1[CH:23]=[CH:22][CH:21]=[C:20]([Cl:24])[CH:19]=1, predict the reactants needed to synthesize it. The reactants are: C([O:5][C:6]([C:8]1[C:9]([N:26]([CH2:29][CH3:30])[CH2:27][CH3:28])=[N:10][C:11]2[C:16]([C:17]=1[C:18]1[CH:23]=[CH:22][CH:21]=[C:20]([Cl:24])[CH:19]=1)=[CH:15][C:14]([Cl:25])=[CH:13][CH:12]=2)=[O:7])(C)(C)C.